This data is from Full USPTO retrosynthesis dataset with 1.9M reactions from patents (1976-2016). The task is: Predict the reactants needed to synthesize the given product. (1) Given the product [CH2:30]([C:29]1[N:12]([CH2:13][CH2:14][O:15][CH2:16][CH2:17][NH:18][C:19](=[O:25])[O:20][C:21]([CH3:22])([CH3:24])[CH3:23])[C:11]2[C:10]3[CH:9]=[CH:8][CH:7]=[CH:6][C:5]=3[N:4]=[CH:3][C:2]=2[N:1]=1)[CH2:31][CH2:32][CH3:33], predict the reactants needed to synthesize it. The reactants are: [NH2:1][C:2]1[CH:3]=[N:4][C:5]2[C:10]([C:11]=1[NH:12][CH2:13][CH2:14][O:15][CH2:16][CH2:17][NH:18][C:19](=[O:25])[O:20][C:21]([CH3:24])([CH3:23])[CH3:22])=[CH:9][CH:8]=[CH:7][CH:6]=2.C(O[C:29](OCC)(OCC)[CH2:30][CH2:31][CH2:32][CH3:33])C.Cl.[NH+]1C=CC=CC=1.C. (2) Given the product [CH2:1]([O:3][C:4]([C:6]1[CH:10]=[C:9]([CH3:11])[N:8]([C:12]2[CH:17]=[CH:16][C:15]([NH2:18])=[CH:14][CH:13]=2)[C:7]=1[C:21]1[CH:26]=[CH:25][CH:24]=[CH:23][CH:22]=1)=[O:5])[CH3:2], predict the reactants needed to synthesize it. The reactants are: [CH2:1]([O:3][C:4]([C:6]1[CH:10]=[C:9]([CH3:11])[N:8]([C:12]2[CH:17]=[CH:16][C:15]([N+:18]([O-])=O)=[CH:14][CH:13]=2)[C:7]=1[C:21]1[CH:26]=[CH:25][CH:24]=[CH:23][CH:22]=1)=[O:5])[CH3:2]. (3) Given the product [I:1][C:2]1[CH:3]=[CH:4][C:5]2[N:6]([CH:8]=[C:9]([C:11]3[CH:16]=[CH:15][C:14]([NH2:17])=[CH:13][CH:12]=3)[N:10]=2)[CH:7]=1, predict the reactants needed to synthesize it. The reactants are: [I:1][C:2]1[CH:3]=[CH:4][C:5]2[N:6]([CH:8]=[C:9]([C:11]3[CH:16]=[CH:15][C:14]([N+:17]([O-])=O)=[CH:13][CH:12]=3)[N:10]=2)[CH:7]=1.O.O.[Sn](Cl)Cl. (4) Given the product [N:34]1([CH2:2][CH2:3][CH2:4][C:5]2[N:10]=[CH:9][C:8]([C:11]3[CH:16]=[CH:15][C:14]([NH:17][C:18](=[O:24])[O:19][C:20]([CH3:23])([CH3:22])[CH3:21])=[CH:13][CH:12]=3)=[CH:7][N:6]=2)[CH2:39][CH2:38][CH2:25][CH2:36][CH2:35]1, predict the reactants needed to synthesize it. The reactants are: O[CH2:2][CH2:3][CH2:4][C:5]1[N:10]=[CH:9][C:8]([C:11]2[CH:16]=[CH:15][C:14]([NH:17][C:18](=[O:24])[O:19][C:20]([CH3:23])([CH3:22])[CH3:21])=[CH:13][CH:12]=2)=[CH:7][N:6]=1.[CH3:25]S(OS(C)(=O)=O)(=O)=O.[NH:34]1[CH2:39][CH2:38]O[CH2:36][CH2:35]1.[Na+].[I-].